This data is from CYP2C9 inhibition data for predicting drug metabolism from PubChem BioAssay. The task is: Regression/Classification. Given a drug SMILES string, predict its absorption, distribution, metabolism, or excretion properties. Task type varies by dataset: regression for continuous measurements (e.g., permeability, clearance, half-life) or binary classification for categorical outcomes (e.g., BBB penetration, CYP inhibition). Dataset: cyp2c9_veith. (1) The result is 0 (non-inhibitor). The compound is COc1cccc(Nc2ncc3nc(C)c(=O)n(CCC#N)c3n2)c1. (2) The drug is CN1CCN(c2ncc3ncc(=O)n(Cc4ccc(F)cc4)c3n2)CC1. The result is 0 (non-inhibitor). (3) The molecule is O=C(O)c1cccc2cccc(-c3cccc4cccc(C(=O)O)c34)c12. The result is 0 (non-inhibitor). (4) The drug is CC1(C)CC(=O)C(CCCN2C(=O)c3ccccc3C2=O)C(=O)C1. The result is 1 (inhibitor). (5) The drug is c1cncc(CNCc2cccnc2)c1. The result is 0 (non-inhibitor). (6) The molecule is CCNC(=O)[C@H]1O[C@H](n2cnc3c(N)nc(NCCc4ccc(CCC(=O)O)cc4)nc32)[C@@H](O)[C@@H]1O. The result is 0 (non-inhibitor).